From a dataset of Forward reaction prediction with 1.9M reactions from USPTO patents (1976-2016). Predict the product of the given reaction. (1) Given the reactants [CH3:1][C:2]1[CH:10]=[C:9]([B:11]2[O:15][C:14]([CH3:17])([CH3:16])[C:13]([CH3:19])([CH3:18])[O:12]2)[CH:8]=[CH:7][C:3]=1[C:4]([NH2:6])=[O:5].Cl[C:21]1[CH:22]=[C:23]([CH:26]=[CH:27][N:28]=1)[C:24]#[N:25], predict the reaction product. The product is: [CH3:1][C:2]1[CH:10]=[C:9]([B:11]2[O:15][C:14]([CH3:17])([CH3:16])[C:13]([CH3:19])([CH3:18])[O:12]2)[CH:8]=[CH:7][C:3]=1[C:4]([NH2:6])=[O:5].[C:24]([C:23]1[CH:26]=[CH:27][N:28]=[C:21]([NH:6][C:4](=[O:5])[C:3]2[CH:7]=[CH:8][C:9]([B:11]3[O:15][C:14]([CH3:17])([CH3:16])[C:13]([CH3:19])([CH3:18])[O:12]3)=[CH:10][C:2]=2[CH3:1])[CH:22]=1)#[N:25]. (2) Given the reactants [F:1][CH:2]([F:21])[O:3][C:4]1[C:5]([C:11]2[CH:12]=[N:13][C:14]([C:17]([F:20])([F:19])[F:18])=[N:15][CH:16]=2)=[CH:6][C:7]([CH3:10])=[N:8][CH:9]=1.C1C(=O)N([Br:29])C(=O)C1, predict the reaction product. The product is: [Br:29][CH2:10][C:7]1[CH:6]=[C:5]([C:11]2[CH:16]=[N:15][C:14]([C:17]([F:20])([F:19])[F:18])=[N:13][CH:12]=2)[C:4]([O:3][CH:2]([F:1])[F:21])=[CH:9][N:8]=1. (3) The product is: [N:26]1([CH2:32][CH2:33][NH:34][C:3]([C:5]2[N:6]=[C:7]([C:24]#[N:25])[C:8]3[C:9](=[O:23])[N:10]([CH2:16][C:17]4[CH:18]=[CH:19][CH:20]=[CH:21][CH:22]=4)[CH:11]=[CH:12][C:13]=3[C:14]=2[OH:15])=[O:4])[CH2:31][CH2:30][O:29][CH2:28][CH2:27]1. Given the reactants CO[C:3]([C:5]1[N:6]=[C:7]([C:24]#[N:25])[C:8]2[C:9](=[O:23])[N:10]([CH2:16][C:17]3[CH:22]=[CH:21][CH:20]=[CH:19][CH:18]=3)[CH:11]=[CH:12][C:13]=2[C:14]=1[OH:15])=[O:4].[N:26]1([CH2:32][CH2:33][NH2:34])[CH2:31][CH2:30][O:29][CH2:28][CH2:27]1.CC(O)=O.O, predict the reaction product. (4) Given the reactants [N+:1]([C:4]1[CH:5]=[C:6]2[C:10](=[CH:11][CH:12]=1)[CH2:9][NH:8][CH2:7]2)([O-:3])=[O:2].ClCCl.[C:16](O[C:16]([O:18][C:19]([CH3:22])([CH3:21])[CH3:20])=[O:17])([O:18][C:19]([CH3:22])([CH3:21])[CH3:20])=[O:17], predict the reaction product. The product is: [C:16]([N:8]1[CH2:7][C:6]2[C:10](=[CH:11][CH:12]=[C:4]([N+:1]([O-:3])=[O:2])[CH:5]=2)[CH2:9]1)([O:18][C:19]([CH3:22])([CH3:21])[CH3:20])=[O:17].